Dataset: NCI-60 drug combinations with 297,098 pairs across 59 cell lines. Task: Regression. Given two drug SMILES strings and cell line genomic features, predict the synergy score measuring deviation from expected non-interaction effect. Drug 1: CC(C)(C#N)C1=CC(=CC(=C1)CN2C=NC=N2)C(C)(C)C#N. Drug 2: CC=C1C(=O)NC(C(=O)OC2CC(=O)NC(C(=O)NC(CSSCCC=C2)C(=O)N1)C(C)C)C(C)C. Cell line: SNB-75. Synergy scores: CSS=11.7, Synergy_ZIP=-0.518, Synergy_Bliss=-1.69, Synergy_Loewe=-26.5, Synergy_HSA=-1.23.